From a dataset of Catalyst prediction with 721,799 reactions and 888 catalyst types from USPTO. Predict which catalyst facilitates the given reaction. (1) Reactant: [CH3:1][C:2]1[N:7]=[C:6]([C:8]([N:10]2[C@H:16]([CH2:17][OH:18])[CH2:15][C@@H:14]3[C@@H:12]([CH2:13]3)[CH2:11]2)=[O:9])[C:5]([C:19]2[CH:24]=[CH:23][CH:22]=[CH:21][CH:20]=2)=[CH:4][CH:3]=1.[H-].[Na+].Cl[C:28]1[O:29][C:30]2[CH:36]=[CH:35][CH:34]=[CH:33][C:31]=2[N:32]=1.C([O-])(O)=O.[Na+]. Product: [CH3:1][C:2]1[N:7]=[C:6]([C:8]([N:10]2[C@H:16]([CH2:17][O:18][C:28]3[O:29][C:30]4[CH:36]=[CH:35][CH:34]=[CH:33][C:31]=4[N:32]=3)[CH2:15][C@@H:14]3[C@@H:12]([CH2:13]3)[CH2:11]2)=[O:9])[C:5]([C:19]2[CH:20]=[CH:21][CH:22]=[CH:23][CH:24]=2)=[CH:4][CH:3]=1. The catalyst class is: 118. (2) Reactant: [CH2:1]([NH:3][C:4](=[O:30])[NH:5][C:6]1[N:11]=[CH:10][C:9]([C:12]2[S:13][C:14]([C:17]([O:19][CH3:20])=O)=[CH:15][N:16]=2)=[C:8]([C:21]2[S:22][CH:23]=[C:24]([C:26]([F:29])([F:28])[F:27])[N:25]=2)[CH:7]=1)[CH3:2].[OH2:31].[NH2:32][NH2:33].C(N(C(C)C)CC)(C)C.N1(C(N2C=CN=C2)=O)C=CN=C1. Product: [CH2:1]([NH:3][C:4]([NH:5][C:6]1[CH:7]=[C:8]([C:21]2[S:22][CH:23]=[C:24]([C:26]([F:28])([F:29])[F:27])[N:25]=2)[C:9]([C:12]2[S:13][C:14]([C:17]3[O:19][C:20](=[O:31])[NH:32][N:33]=3)=[CH:15][N:16]=2)=[CH:10][N:11]=1)=[O:30])[CH3:2]. The catalyst class is: 8. (3) Reactant: Br[C:2]1[CH:3]=[CH:4][C:5]([O:17][CH2:18][C:19]2[CH:24]=[CH:23][CH:22]=[CH:21][CH:20]=2)=[C:6]([CH:16]=1)[C:7]([NH:9][C:10]1[CH:11]=[N:12][CH:13]=[CH:14][CH:15]=1)=[O:8].[N:25]1[CH:30]=[CH:29][C:28](B(O)O)=[CH:27][CH:26]=1.C(=O)([O-])[O-].[Na+].[Na+]. Product: [C:19]1([CH2:18][O:17][C:5]2[CH:4]=[CH:3][C:2]([C:28]3[CH:29]=[CH:30][N:25]=[CH:26][CH:27]=3)=[CH:16][C:6]=2[C:7]([NH:9][C:10]2[CH:11]=[N:12][CH:13]=[CH:14][CH:15]=2)=[O:8])[CH:24]=[CH:23][CH:22]=[CH:21][CH:20]=1. The catalyst class is: 12. (4) Reactant: Cl.C(O[C:5]([C:7]1[CH:8]=[C:9]2[C:13](=[CH:14][CH:15]=1)[NH:12][N:11]=[C:10]2[C:16]1[CH:25]=[CH:24][C:23]2[C:18](=[CH:19][CH:20]=[C:21]([O:26][CH2:27][C:28]3[CH:33]=[CH:32][CH:31]=[CH:30][N:29]=3)[CH:22]=2)[CH:17]=1)=[NH:6])C.[N:34]1([CH2:40][C:41]([NH:43][NH2:44])=O)[CH2:39][CH2:38][O:37][CH2:36][CH2:35]1.C(N(CC)CC)C. Product: [N:34]1([CH2:40][C:41]2[NH:43][N:44]=[C:5]([C:7]3[CH:8]=[C:9]4[C:13](=[CH:14][CH:15]=3)[NH:12][N:11]=[C:10]4[C:16]3[CH:25]=[CH:24][C:23]4[C:18](=[CH:19][CH:20]=[C:21]([O:26][CH2:27][C:28]5[CH:33]=[CH:32][CH:31]=[CH:30][N:29]=5)[CH:22]=4)[CH:17]=3)[N:6]=2)[CH2:39][CH2:38][O:37][CH2:36][CH2:35]1. The catalyst class is: 8. (5) Reactant: [CH:1]([N:4]1[CH2:9][CH2:8][NH:7][CH2:6][CH2:5]1)([CH3:3])[CH3:2].[Cl:10][C:11]1[CH:16]=[CH:15][C:14]([CH2:17]Cl)=[CH:13][N:12]=1.C([O-])([O-])=O.[K+].[K+]. Product: [Cl:10][C:11]1[N:12]=[CH:13][C:14]([CH2:17][N:7]2[CH2:8][CH2:9][N:4]([CH:1]([CH3:3])[CH3:2])[CH2:5][CH2:6]2)=[CH:15][CH:16]=1. The catalyst class is: 14. (6) Reactant: [CH:1]1([NH:4][C:5]2[CH:10]=[CH:9][N:8]=[C:7]([NH2:11])[CH:6]=2)[CH2:3][CH2:2]1.[Br:12][CH2:13][C:14]([C:16]1[CH:21]=[CH:20][C:19]([OH:22])=[CH:18][CH:17]=1)=O. Product: [BrH:12].[CH:1]1([NH:4][C:5]2[CH:10]=[CH:9][N:8]3[CH:13]=[C:14]([C:16]4[CH:21]=[CH:20][C:19]([OH:22])=[CH:18][CH:17]=4)[N:11]=[C:7]3[CH:6]=2)[CH2:3][CH2:2]1. The catalyst class is: 21. (7) Reactant: [Cl:1][CH2:2][C@H:3]1[C:11]2[C:10]3[CH:12]=[CH:13][CH:14]=[CH:15][C:9]=3[C:8]([O:16][CH2:17][C:18]3[CH:23]=[CH:22][C:21]([N+:24]([O-:26])=[O:25])=[CH:20][CH:19]=3)=[CH:7][C:6]=2[N:5](C(OC(C)(C)C)=O)[CH2:4]1.Cl.[OH-].[NH4+]. Product: [Cl:1][CH2:2][C@H:3]1[C:11]2[C:10]3[CH:12]=[CH:13][CH:14]=[CH:15][C:9]=3[C:8]([O:16][CH2:17][C:18]3[CH:23]=[CH:22][C:21]([N+:24]([O-:26])=[O:25])=[CH:20][CH:19]=3)=[CH:7][C:6]=2[NH:5][CH2:4]1. The catalyst class is: 12. (8) Reactant: [CH3:1][N:2]([CH3:8])[CH2:3][CH2:4][CH2:5][CH2:6][NH2:7].[CH:9](=O)[CH2:10][CH3:11].[BH4-].[Na+]. Product: [CH3:1][N:2]([CH3:8])[CH2:3][CH2:4][CH2:5][CH2:6][NH:7][CH2:9][CH2:10][CH3:11]. The catalyst class is: 5. (9) Reactant: Cl.C(N(C1C=CC=CC=1)S(C1C=NC(N2C(=O)C(CC3C=NC=CC=3)=C(C)N2)=CC=1)(=O)=O)C.[CH3:34][O:35][CH2:36][C:37]1[CH:38]=[C:39]([CH2:43]O)[CH:40]=[CH:41][CH:42]=1.P(Br)(Br)[Br:46].CO. Product: [Br:46][CH2:43][C:39]1[CH:40]=[CH:41][CH:42]=[C:37]([CH2:36][O:35][CH3:34])[CH:38]=1. The catalyst class is: 28. (10) Reactant: C[Si]([N-][Si](C)(C)C)(C)C.[Li+].C1(C)C=CC=CC=1.[Cl:18][C:19]1[C:23]([S:24](=[O:34])(=[O:33])[NH:25][C@H:26]([C:29]([F:32])([F:31])[F:30])[CH2:27][CH3:28])=[CH:22][N:21]([CH3:35])[C:20]=1[C:36](OC)=[O:37].[NH2:40][C:41]1[CH:42]=[CH:43][C:44]([F:49])=[C:45]([CH:48]=1)[C:46]#[N:47]. Product: [Cl:18][C:19]1[C:23]([S:24](=[O:33])(=[O:34])[NH:25][C@H:26]([C:29]([F:30])([F:31])[F:32])[CH2:27][CH3:28])=[CH:22][N:21]([CH3:35])[C:20]=1[C:36]([NH:40][C:41]1[CH:42]=[CH:43][C:44]([F:49])=[C:45]([C:46]#[N:47])[CH:48]=1)=[O:37]. The catalyst class is: 1.